Task: Regression/Classification. Given a drug SMILES string, predict its absorption, distribution, metabolism, or excretion properties. Task type varies by dataset: regression for continuous measurements (e.g., permeability, clearance, half-life) or binary classification for categorical outcomes (e.g., BBB penetration, CYP inhibition). Dataset: rlm.. Dataset: Rat liver microsome stability data (1) The drug is CCOC(=O)N1CCN(Cc2nc3c(c(=O)n(C)c(=O)n3C)n2Cc2cccc(C)c2)CC1. The result is 1 (stable in rat liver microsomes). (2) The compound is Cc1cc(-c2nnc(N)nc2-c2ccc(F)cc2)cc(C)n1. The result is 0 (unstable in rat liver microsomes). (3) The result is 1 (stable in rat liver microsomes). The molecule is Cc1cc(-c2nnc3n2CCCCC3)c(C)n1-c1ccccc1. (4) The molecule is N#Cc1cccc(-c2csc(N3CCC(C(N)=O)CC3)n2)c1. The result is 1 (stable in rat liver microsomes). (5) The drug is O=C(N[C@@H](Cc1c[nH]c2ccccc12)C(=O)Nc1ccncc1)c1cc(Br)ccc1F. The result is 1 (stable in rat liver microsomes).